This data is from Forward reaction prediction with 1.9M reactions from USPTO patents (1976-2016). The task is: Predict the product of the given reaction. (1) Given the reactants Br[C:2]1[CH:7]=[CH:6][C:5]([C:8]([CH2:24][CH2:25][CH2:26][CH3:27])=[C:9]([C:17]2[CH:22]=[CH:21][C:20]([OH:23])=[CH:19][CH:18]=2)[C:10]2[CH:15]=[CH:14][C:13]([OH:16])=[CH:12][CH:11]=2)=[CH:4][CH:3]=1.CCN(CC)CC.[CH2:35]([O:37][C:38](=[O:41])[CH:39]=[CH2:40])[CH3:36], predict the reaction product. The product is: [CH2:24]([C:8]([C:5]1[CH:6]=[CH:7][C:2](/[CH:40]=[CH:39]/[C:38]([O:37][CH2:35][CH3:36])=[O:41])=[CH:3][CH:4]=1)=[C:9]([C:10]1[CH:11]=[CH:12][C:13]([OH:16])=[CH:14][CH:15]=1)[C:17]1[CH:18]=[CH:19][C:20]([OH:23])=[CH:21][CH:22]=1)[CH2:25][CH2:26][CH3:27]. (2) Given the reactants [CH3:1][NH:2][CH2:3][CH2:4][C@H:5]([O:11][C:12]1[CH:13]=[CH:14][CH:15]=[C:16]2[CH:21]=[CH:20][CH:19]=[CH:18][C:17]=12)[C:6]1[S:10][CH:9]=[CH:8][CH:7]=1.[ClH:22], predict the reaction product. The product is: [CH3:1][NH:2][CH2:3][CH2:4][C@H:5]([O:11][C:12]1[CH:13]=[CH:14][CH:15]=[C:16]2[CH:21]=[CH:20][CH:19]=[CH:18][C:17]=12)[C:6]1[S:10][CH:9]=[CH:8][CH:7]=1.[ClH:22]. (3) Given the reactants [CH2:1]([N:3]1[C:11]2[CH:10]=[CH:9][CH:8]=[CH:7][C:6]=2[C:5]2[CH2:12][C:13]3[N:17]([CH2:18][C:4]1=2)[C:16]([CH3:19])=[C:15]([C:20](OC)=[O:21])[C:14]=3[C:24](OC)=[O:25])[CH3:2].[H-].[H-].[H-].[H-].[Li+].[Al+3], predict the reaction product. The product is: [CH2:1]([N:3]1[C:11]2[CH:10]=[CH:9][CH:8]=[CH:7][C:6]=2[C:5]2[CH2:12][C:13]3[N:17]([CH2:18][C:4]1=2)[C:16]([CH3:19])=[C:15]([CH2:20][OH:21])[C:14]=3[CH2:24][OH:25])[CH3:2]. (4) Given the reactants [C:1]1([CH:7]([C:36]2[CH:41]=[CH:40][CH:39]=[CH:38][CH:37]=2)[O:8][CH:9]2[CH2:14][CH2:13][N:12]([CH2:15][CH2:16][CH2:17][NH:18][C:19]3[CH:20]=[CH:21][C:22]4[N:23]([CH:25]=[C:26]([C:28]([CH3:35])([CH3:34])[C:29]([O:31][CH2:32][CH3:33])=[O:30])[N:27]=4)[N:24]=3)[CH2:11][CH2:10]2)[CH:6]=[CH:5][CH:4]=[CH:3][CH:2]=1.[C:42]([OH:49])(=[O:48])[CH2:43][CH2:44][C:45]([OH:47])=[O:46], predict the reaction product. The product is: [C:42]([OH:49])(=[O:48])[CH2:43][CH2:44][C:45]([OH:47])=[O:46].[C:42]([OH:49])(=[O:48])[CH2:43][CH2:44][C:45]([OH:47])=[O:46].[C:36]1([CH:7]([C:1]2[CH:6]=[CH:5][CH:4]=[CH:3][CH:2]=2)[O:8][CH:9]2[CH2:10][CH2:11][N:12]([CH2:15][CH2:16][CH2:17][NH:18][C:19]3[CH:20]=[CH:21][C:22]4[N:23]([CH:25]=[C:26]([C:28]([CH3:35])([CH3:34])[C:29]([O:31][CH2:32][CH3:33])=[O:30])[N:27]=4)[N:24]=3)[CH2:13][CH2:14]2)[CH:41]=[CH:40][CH:39]=[CH:38][CH:37]=1.